This data is from Retrosynthesis with 50K atom-mapped reactions and 10 reaction types from USPTO. The task is: Predict the reactants needed to synthesize the given product. (1) Given the product O=C(O)COc1nc(-c2ccc(F)cc2)cs1, predict the reactants needed to synthesize it. The reactants are: CC(C)(C)OC(=O)COc1nc(-c2ccc(F)cc2)cs1. (2) Given the product CCCCCOC(=O)c1cc(NS(=O)(=O)c2ccc(Cl)cc2Cl)ncc1Sc1ccc(S(=O)(=O)N2CCCCC2)cc1, predict the reactants needed to synthesize it. The reactants are: CCCCCOC(=O)c1cc(N)ncc1Sc1ccc(S(=O)(=O)N2CCCCC2)cc1.O=S(=O)(Cl)c1ccc(Cl)cc1Cl. (3) Given the product COc1ccc(Cn2nc(O[C@H]3CCCN(C)C3)c3c(Oc4ccc(NC(=O)c5ccnn(-c6ccc(F)cc6)c5=O)cc4F)ccnc32)cc1, predict the reactants needed to synthesize it. The reactants are: C=O.COc1ccc(Cn2nc(O[C@H]3CCCNC3)c3c(Oc4ccc(NC(=O)c5ccnn(-c6ccc(F)cc6)c5=O)cc4F)ccnc32)cc1. (4) Given the product CS(=O)(=O)c1ccc(C(OC2C=CCCC2)C(=O)O)cc1Cl, predict the reactants needed to synthesize it. The reactants are: COC(=O)C(OC1C=CCCC1)c1ccc(S(C)(=O)=O)c(Cl)c1.